This data is from Full USPTO retrosynthesis dataset with 1.9M reactions from patents (1976-2016). The task is: Predict the reactants needed to synthesize the given product. (1) Given the product [CH3:20][O:13][C:3]1[C:4]2[C:9](=[CH:8][CH:7]=[CH:6][CH:5]=2)[C:10]([O:17][CH3:14])=[CH:11][C:2]=1[CH3:1], predict the reactants needed to synthesize it. The reactants are: [CH3:1][C:2]1[CH:11]=[C:10](O)[C:9]2[C:4](=[CH:5][CH:6]=[CH:7][CH:8]=2)[C:3]=1[OH:13].[C:14]([O-:17])([O-])=O.[K+].[K+].[CH3:20]OS(OC)(=O)=O. (2) Given the product [CH2:1]([O:3][C:4]([C:6]1[S:15][C:14]2[C:13]3[CH:16]=[CH:17][C:18]([O:20][CH2:29][CH2:28][N:27]([CH3:31])[CH3:26])=[CH:19][C:12]=3[O:11][C:10]3[CH:21]=[CH:22][CH:23]=[CH:24][C:9]=3[C:8]=2[CH:7]=1)=[O:5])[CH3:2], predict the reactants needed to synthesize it. The reactants are: [CH2:1]([O:3][C:4]([C:6]1[S:15][C:14]2[C:13]3[CH:16]=[CH:17][C:18]([OH:20])=[CH:19][C:12]=3[O:11][C:10]3[CH:21]=[CH:22][CH:23]=[CH:24][C:9]=3[C:8]=2[CH:7]=1)=[O:5])[CH3:2].Cl.[CH3:26][N:27]([CH3:31])[CH2:28][CH2:29]Cl. (3) Given the product [F:10][C:11]1[CH:12]=[CH:13][C:14]2[N:15]([C:17]([C:1]3[CH:6]=[CH:5][CH:4]=[CH:3][CH:2]=3)=[C:18]([C@@H:20]([NH:22][C:23](=[O:32])[O:24][CH2:25][C:26]3[CH:31]=[CH:30][CH:29]=[CH:28][CH:27]=3)[CH3:21])[N:19]=2)[CH:16]=1, predict the reactants needed to synthesize it. The reactants are: [C:1]1(B(O)O)[CH:6]=[CH:5][CH:4]=[CH:3][CH:2]=1.[F:10][C:11]1[CH:12]=[CH:13][C:14]2[N:15]([C:17](I)=[C:18]([C@@H:20]([NH:22][C:23](=[O:32])[O:24][CH2:25][C:26]3[CH:31]=[CH:30][CH:29]=[CH:28][CH:27]=3)[CH3:21])[N:19]=2)[CH:16]=1.C(=O)([O-])[O-].[Na+].[Na+].C(Cl)Cl.